From a dataset of Full USPTO retrosynthesis dataset with 1.9M reactions from patents (1976-2016). Predict the reactants needed to synthesize the given product. (1) Given the product [CH2:42]1[C:43]2([CH2:44][CH2:45][CH2:46]2)[CH2:49][N:47]1[C:2]1[CH:7]=[CH:6][C:5]([C:8]2[C:14]3[CH:15]=[C:16]([O:21][CH3:22])[C:17]([O:19][CH3:20])=[CH:18][C:13]=3[CH2:12][CH:11]([CH3:23])[N:10]([C:24]([NH:26][CH3:27])=[O:25])[N:9]=2)=[CH:4][CH:3]=1, predict the reactants needed to synthesize it. The reactants are: Br[C:2]1[CH:7]=[CH:6][C:5]([C:8]2[C:14]3[CH:15]=[C:16]([O:21][CH3:22])[C:17]([O:19][CH3:20])=[CH:18][C:13]=3[CH2:12][CH:11]([CH3:23])[N:10]([C:24]([NH:26][CH3:27])=[O:25])[N:9]=2)=[CH:4][CH:3]=1.C1(P(C2CCCCC2)C2C=CC=CC=2C2[C:42]([N:47]([CH3:49])C)=[CH:43][CH:44]=[CH:45][CH:46]=2)CCCCC1.CC(C)([O-])C.[Na+].Cl.C1C2(CCC2)CN1. (2) The reactants are: [NH2:1][C@H:2]1[CH2:7][CH2:6][C@H:5]([NH:8][C:9]([C:11]2[C:15]3=[N:16][CH:17]=[CH:18][C:19]([C:20]4[CH:25]=[CH:24][C:23]([F:26])=[CH:22][C:21]=4[O:27][CH2:28][CH:29]4[CH2:31][CH2:30]4)=[C:14]3[NH:13][C:12]=2[CH3:32])=[O:10])[CH2:4][CH2:3]1.[CH3:33][O:34][CH2:35][C:36](Cl)=[O:37]. Given the product [CH:29]1([CH2:28][O:27][C:21]2[CH:22]=[C:23]([F:26])[CH:24]=[CH:25][C:20]=2[C:19]2[CH:18]=[CH:17][N:16]=[C:15]3[C:11]([C:9]([NH:8][C@H:5]4[CH2:6][CH2:7][C@H:2]([NH:1][C:36](=[O:37])[CH2:35][O:34][CH3:33])[CH2:3][CH2:4]4)=[O:10])=[C:12]([CH3:32])[NH:13][C:14]=23)[CH2:30][CH2:31]1, predict the reactants needed to synthesize it. (3) Given the product [CH3:25][C:26]1[C:31]([O:32][C:33]2[CH:38]=[CH:37][N:36]=[C:35]([NH:39][C:40]3[CH:41]=[CH:42][C:43]([C:44]([NH:58][CH2:57][CH2:56][N:51]4[CH:55]=[CH:54][CH:53]=[N:52]4)=[O:45])=[CH:47][CH:48]=3)[CH:34]=2)=[CH:30][CH:29]=[C:28]([CH3:49])[N:27]=1, predict the reactants needed to synthesize it. The reactants are: CN(C(ON1N=NC2C=CC=CC1=2)=[N+](C)C)C.F[P-](F)(F)(F)(F)F.[CH3:25][C:26]1[C:31]([O:32][C:33]2[CH:38]=[CH:37][N:36]=[C:35]([NH:39][C:40]3[CH:48]=[CH:47][C:43]([C:44]([O-])=[O:45])=[CH:42][CH:41]=3)[CH:34]=2)=[CH:30][CH:29]=[C:28]([CH3:49])[N:27]=1.[Li+].[N:51]1([CH2:56][CH2:57][NH2:58])[CH:55]=[CH:54][CH:53]=[N:52]1.CCN(CC)CC. (4) Given the product [F:20][C:21]1[CH:27]=[CH:26][CH:25]=[CH:24][C:22]=1[NH:23][C:15](=[O:17])[CH2:14][C:9]1[NH:10][C:11](=[O:13])[CH:12]=[C:7]([N:1]2[CH2:2][CH2:3][O:4][CH2:5][CH2:6]2)[N:8]=1, predict the reactants needed to synthesize it. The reactants are: [N:1]1([C:7]2[N:8]=[C:9]([CH2:14][C:15]([O:17]CC)=O)[NH:10][C:11](=[O:13])[CH:12]=2)[CH2:6][CH2:5][O:4][CH2:3][CH2:2]1.[F:20][C:21]1[CH:27]=[CH:26][CH:25]=[CH:24][C:22]=1[NH2:23].CC(C)([O-])C.[K+]. (5) The reactants are: [H-].[Na+].[Br:3][CH2:4][CH2:5][CH2:6][CH2:7][CH2:8][O:9][C:10]1[CH:11]=[C:12]2[C:17](=[CH:18][CH:19]=1)[NH:16][C:15](=[O:20])[CH:14]=[CH:13]2.[CH3:21]I.O. Given the product [Br:3][CH2:4][CH2:5][CH2:6][CH2:7][CH2:8][O:9][C:10]1[CH:11]=[C:12]2[C:17](=[CH:18][CH:19]=1)[N:16]([CH3:21])[C:15](=[O:20])[CH:14]=[CH:13]2, predict the reactants needed to synthesize it. (6) Given the product [Cl:1][C:2]1[C:3]([CH3:19])=[C:4]([NH:10][C@H:11]([C:15]([OH:18])([CH3:17])[CH3:16])[C:12]([NH:29][NH:28][C:26](=[O:27])[C:25]2[CH:24]=[CH:23][C:22]([C:20]#[N:21])=[CH:31][CH:30]=2)=[O:14])[CH:5]=[CH:6][C:7]=1[C:8]#[N:9], predict the reactants needed to synthesize it. The reactants are: [Cl:1][C:2]1[C:3]([CH3:19])=[C:4]([NH:10][C@H:11]([C:15]([OH:18])([CH3:17])[CH3:16])[C:12]([OH:14])=O)[CH:5]=[CH:6][C:7]=1[C:8]#[N:9].[C:20]([C:22]1[CH:31]=[CH:30][C:25]([C:26]([NH:28][NH2:29])=[O:27])=[CH:24][CH:23]=1)#[N:21].C1C=CC2N(O)N=NC=2C=1.C(Cl)CCl.CCN(CC)CC. (7) Given the product [CH3:28][O:27][C:24]1[CH:25]=[C:26]2[C:21](=[CH:22][C:23]=1[O:29][CH3:30])[N:20]=[CH:19][CH:18]=[C:17]2[O:16][C:13]1[CH:14]=[CH:15][C:10]([NH:9][C:8]([NH:32][C:33]2[S:34][CH:35]=[CH:36][N:37]=2)=[O:7])=[CH:11][CH:12]=1, predict the reactants needed to synthesize it. The reactants are: C1([O:7][C:8](=O)[NH:9][C:10]2[CH:15]=[CH:14][C:13]([O:16][C:17]3[C:26]4[C:21](=[CH:22][C:23]([O:29][CH3:30])=[C:24]([O:27][CH3:28])[CH:25]=4)[N:20]=[CH:19][CH:18]=3)=[CH:12][CH:11]=2)C=CC=CC=1.[NH2:32][C:33]1[S:34][CH:35]=[CH:36][N:37]=1.C(OCC)(=O)C.O. (8) Given the product [Cl:1][C:2]1[CH:7]=[CH:6][C:5]([C:8]2[C:9]3[C:21]([CH3:22])=[C:20]([CH3:23])[S:19][C:10]=3[NH:11][C:12](=[N:53][NH2:54])[C@@:13]3([CH2:16][C@H:15]3[CH3:17])[N:14]=2)=[CH:4][CH:3]=1, predict the reactants needed to synthesize it. The reactants are: [Cl:1][C:2]1[CH:7]=[CH:6][C:5]([C:8]2[C:9]3[C:21]([CH3:22])=[C:20]([CH3:23])[S:19][C:10]=3[NH:11][C:12](=O)[C@@:13]3([CH2:16][C@H:15]3[CH3:17])[N:14]=2)=[CH:4][CH:3]=1.C1(C)C=CC=CC=1.COC1C=CC(P2(SP(C3C=CC(OC)=CC=3)(=S)S2)=S)=CC=1.[NH2:53][NH2:54]. (9) Given the product [NH2:40][C:41]([CH3:47])([CH3:46])[CH2:42][C:43]([NH:3][CH2:4][CH2:5][N:6]1[C:14]2[C:13]([NH:15][C:16]3[CH:21]=[CH:20][C:19]([O:22][C:23]4[C:28]5[CH:29]=[N:30][S:31][C:27]=5[CH:26]=[CH:25][CH:24]=4)=[C:18]([Cl:32])[CH:17]=3)=[N:12][CH:11]=[N:10][C:9]=2[CH:8]=[CH:7]1)=[O:44], predict the reactants needed to synthesize it. The reactants are: Cl.Cl.[NH2:3][CH2:4][CH2:5][N:6]1[C:14]2[C:13]([NH:15][C:16]3[CH:21]=[CH:20][C:19]([O:22][C:23]4[C:28]5[CH:29]=[N:30][S:31][C:27]=5[CH:26]=[CH:25][CH:24]=4)=[C:18]([Cl:32])[CH:17]=3)=[N:12][CH:11]=[N:10][C:9]=2[CH:8]=[CH:7]1.C(OC([NH:40][C:41]([CH3:47])([CH3:46])[CH2:42][C:43](O)=[O:44])=O)(C)(C)C.ON1C2C=CC=CC=2N=N1.Cl.C(N=C=NCCCN(C)C)C.Cl.C(OCC)(=O)C.[OH-].[Na+].